From a dataset of Peptide-MHC class I binding affinity with 185,985 pairs from IEDB/IMGT. Regression. Given a peptide amino acid sequence and an MHC pseudo amino acid sequence, predict their binding affinity value. This is MHC class I binding data. (1) The peptide sequence is KEINFLSQT. The MHC is HLA-B45:01 with pseudo-sequence HLA-B45:01. The binding affinity (normalized) is 0.402. (2) The peptide sequence is YVYFYDLSY. The MHC is HLA-A03:01 with pseudo-sequence HLA-A03:01. The binding affinity (normalized) is 0.364.